Dataset: Full USPTO retrosynthesis dataset with 1.9M reactions from patents (1976-2016). Task: Predict the reactants needed to synthesize the given product. (1) Given the product [F:35][C:33]([F:34])([F:36])[C:31]1[CH:32]=[C:27]([C@@H:23]([O:22][C@@H:10]2[CH2:11][CH2:12][C@@H:13]3[NH:8][C@@:9]2([C:41]2[CH:46]=[CH:45][CH:44]=[CH:43][CH:42]=2)[CH2:15][C@H:14]3[C:16]2[NH:20][N:19]([CH3:21])[NH:18][N:17]=2)[CH2:24][O:25][CH3:26])[CH:28]=[C:29]([C:37]([F:38])([F:40])[F:39])[CH:30]=1, predict the reactants needed to synthesize it. The reactants are: C([N:8]1[C@@H:13]2[C@H:14]([C:16]3[NH:20][N:19]([CH3:21])[NH:18][N:17]=3)[CH2:15][C@@:9]1([C:41]1[CH:46]=[CH:45][CH:44]=[CH:43][CH:42]=1)[C@H:10]([O:22][C@H:23]([C:27]1[CH:32]=[C:31]([C:33]([F:36])([F:35])[F:34])[CH:30]=[C:29]([C:37]([F:40])([F:39])[F:38])[CH:28]=1)[CH2:24][O:25][CH3:26])[CH2:11][CH2:12]2)C1C=CC=CC=1. (2) Given the product [F:1][C:2]1[C:3]([NH:9][CH2:10][C:11]2[CH:16]=[CH:15][CH:14]=[CH:13][C:12]=2[F:17])=[N:4][C:5](=[O:8])[N:6]([C:19]([NH:18][C:21]2[CH:26]=[CH:25][CH:24]=[CH:23][CH:22]=2)=[O:20])[CH:7]=1, predict the reactants needed to synthesize it. The reactants are: [F:1][C:2]1[C:3]([NH:9][CH2:10][C:11]2[CH:16]=[CH:15][CH:14]=[CH:13][C:12]=2[F:17])=[N:4][C:5]([OH:8])=[N:6][CH:7]=1.[N:18]([C:21]1[CH:26]=[CH:25][CH:24]=[CH:23][CH:22]=1)=[C:19]=[O:20].